Predict the product of the given reaction. From a dataset of Forward reaction prediction with 1.9M reactions from USPTO patents (1976-2016). (1) Given the reactants N(C(OC(C)C)=O)=NC(OC(C)C)=O.[OH:15][C:16]1[CH:23]=[C:22]([OH:24])[C:21]([CH3:25])=[CH:20][C:17]=1[CH:18]=[O:19].C1(P(C2C=CC=CC=2)C2C=CC=CC=2)C=CC=CC=1.[O:45]1[CH2:50][CH2:49][O:48][C:47]2[CH:51]=[C:52]([C:55]3[CH:62]=[CH:61][CH:60]=[C:59]([CH2:63]O)[C:56]=3[C:57]#[N:58])[CH:53]=[CH:54][C:46]1=2, predict the reaction product. The product is: [O:45]1[CH2:50][CH2:49][O:48][C:47]2[CH:51]=[C:52]([C:55]3[CH:62]=[CH:61][CH:60]=[C:59]([CH2:63][O:24][C:22]4[CH:23]=[C:16]([OH:15])[C:17]([CH:18]=[O:19])=[CH:20][C:21]=4[CH3:25])[C:56]=3[C:57]#[N:58])[CH:53]=[CH:54][C:46]1=2. (2) Given the reactants [OH:1][C:2]([C:5]1[CH:10]=[CH:9][C:8]([C:11](=[O:13])[CH3:12])=[CH:7][CH:6]=1)([CH3:4])[CH3:3].[Br-:14].[Br-].[Br-].[NH+]1C=CC=CC=1.[NH+]1C=CC=CC=1.[NH+]1C=CC=CC=1, predict the reaction product. The product is: [Br:14][CH2:12][C:11]([C:8]1[CH:7]=[CH:6][C:5]([C:2]([OH:1])([CH3:4])[CH3:3])=[CH:10][CH:9]=1)=[O:13]. (3) Given the reactants [F:1][C:2]1[CH:7]=[C:6]([C:8]([O:10]C)=[O:9])[CH:5]=[CH:4][C:3]=1[N:12]1[CH2:17][CH2:16][N:15]([C:18]([O:20][C:21]([CH3:24])([CH3:23])[CH3:22])=[O:19])[CH2:14][CH2:13]1.[Li+].[OH-], predict the reaction product. The product is: [C:21]([O:20][C:18]([N:15]1[CH2:16][CH2:17][N:12]([C:3]2[CH:4]=[CH:5][C:6]([C:8]([OH:10])=[O:9])=[CH:7][C:2]=2[F:1])[CH2:13][CH2:14]1)=[O:19])([CH3:24])([CH3:22])[CH3:23]. (4) Given the reactants C([O:8][C:9]1[CH:18]=[C:17]2[C:12]([C:13]([O:19][C:20]3[CH:21]=[C:22]4[C:26](=[CH:27][CH:28]=3)[NH:25][C:24]([CH3:29])=[C:23]4[CH3:30])=[N:14][CH:15]=[N:16]2)=[CH:11][C:10]=1[O:31][CH3:32])C1C=CC=CC=1.C([O-])=O.[NH4+], predict the reaction product. The product is: [CH3:29][C:24]1[NH:25][C:26]2[C:22]([C:23]=1[CH3:30])=[CH:21][C:20]([O:19][C:13]1[C:12]3[C:17](=[CH:18][C:9]([OH:8])=[C:10]([O:31][CH3:32])[CH:11]=3)[N:16]=[CH:15][N:14]=1)=[CH:28][CH:27]=2. (5) Given the reactants [N:1]([CH2:4][C:5]1[CH:6]=[N:7][N:8]([C:10]2[CH:15]=[CH:14][C:13]([S:16]([CH3:19])(=[O:18])=[O:17])=[CH:12][CH:11]=2)[CH:9]=1)=[N+]=[N-].O.C1C=CC(P(C2C=CC=CC=2)C2C=CC=CC=2)=CC=1, predict the reaction product. The product is: [CH3:19][S:16]([C:13]1[CH:12]=[CH:11][C:10]([N:8]2[CH:9]=[C:5]([CH2:4][NH2:1])[CH:6]=[N:7]2)=[CH:15][CH:14]=1)(=[O:17])=[O:18].